This data is from Forward reaction prediction with 1.9M reactions from USPTO patents (1976-2016). The task is: Predict the product of the given reaction. Given the reactants FC(F)(F)C(O)=O.[Cl:8][C:9]1[C:10]([F:46])=[C:11]([CH:43]=[CH:44][CH:45]=1)[NH:12][C:13]1[C:22]2[C:17](=[CH:18][C:19]([O:41][CH3:42])=[C:20]([O:23][C@@H:24]3[CH2:28][N:27](C(OC(C)(C)C)=O)[C@H:26]([C:36](=[O:40])[N:37]([CH3:39])[CH3:38])[CH2:25]3)[CH:21]=2)[N:16]=[CH:15][N:14]=1, predict the reaction product. The product is: [Cl:8][C:9]1[C:10]([F:46])=[C:11]([CH:43]=[CH:44][CH:45]=1)[NH:12][C:13]1[C:22]2[C:17](=[CH:18][C:19]([O:41][CH3:42])=[C:20]([O:23][C@@H:24]3[CH2:28][NH:27][C@H:26]([C:36](=[O:40])[N:37]([CH3:39])[CH3:38])[CH2:25]3)[CH:21]=2)[N:16]=[CH:15][N:14]=1.